From a dataset of Catalyst prediction with 721,799 reactions and 888 catalyst types from USPTO. Predict which catalyst facilitates the given reaction. (1) Reactant: C(N(CC)CC)C.CS(Cl)(=O)=O.O[CH2:14][C:15]1[CH2:20][N:19]([NH:21][C:22]([O:24][C:25]([CH3:28])([CH3:27])[CH3:26])=[O:23])[CH2:18][CH2:17][CH:16]=1.C([O-])(O)=O.[Na+].[N-:34]=[N+:35]=[N-:36].[Na+]. Product: [N:34]([CH2:14][C:15]1[CH2:20][N:19]([NH:21][C:22]([O:24][C:25]([CH3:28])([CH3:27])[CH3:26])=[O:23])[CH2:18][CH2:17][CH:16]=1)=[N+:35]=[N-:36]. The catalyst class is: 2. (2) Reactant: BrP(Br)(C1C=CC=CC=1)(C1C=CC=CC=1)[C:3]1[CH:8]=CC=C[CH:4]=1.C[Si](C)(C)C#CC(O)=O.[NH2:31][C:32]1[C:33]([C:50]([NH:52][NH2:53])=[O:51])=[N:34][C:35]([C:38]2[CH:43]=[CH:42][C:41]([S:44]([CH:47]([CH3:49])[CH3:48])(=[O:46])=[O:45])=[CH:40][CH:39]=2)=[CH:36][N:37]=1.CCN(C(C)C)C(C)C.C(=O)([O-])[O-].[K+].[K+]. Product: [C:3]([C:8]1[O:51][C:50]([C:33]2[C:32]([NH2:31])=[N:37][CH:36]=[C:35]([C:38]3[CH:39]=[CH:40][C:41]([S:44]([CH:47]([CH3:49])[CH3:48])(=[O:45])=[O:46])=[CH:42][CH:43]=3)[N:34]=2)=[N:52][N:53]=1)#[CH:4]. The catalyst class is: 647. (3) The catalyst class is: 7. Reactant: [CH3:1][N:2]1[C:7](=[O:8])[C:6]2=[CH:9][N:10]([CH2:12][C:13]3[C:22]4[C:17](=[CH:18][CH:19]=[CH:20][CH:21]=4)[CH:16]=[CH:15][CH:14]=3)[CH:11]=[C:5]2[N:4]([CH2:23][CH:24]([CH3:26])[CH3:25])[C:3]1=[O:27].[CH3:28][O:29][C:30]1[CH:31]=[C:32]([S:36][S:36][C:32]2[CH:33]=[CH:34][CH:35]=[C:30]([O:29][CH3:28])[CH:31]=2)[CH:33]=[CH:34][CH:35]=1.C([N-]C(C)C)(C)C.[Li+].O. Product: [CH3:28][O:29][C:30]1[CH:31]=[C:32]([S:36][C:9]2[N:10]([CH2:12][C:13]3[C:22]4[C:17](=[CH:18][CH:19]=[CH:20][CH:21]=4)[CH:16]=[CH:15][CH:14]=3)[CH:11]=[C:5]3[C:6]=2[C:7](=[O:8])[N:2]([CH3:1])[C:3](=[O:27])[N:4]3[CH2:23][CH:24]([CH3:25])[CH3:26])[CH:33]=[CH:34][CH:35]=1. (4) Reactant: [NH2:1][C:2]1[C:11]([N+:12]([O-])=O)=[CH:10][CH:9]=[C:8]2[C:3]=1[C:4](=[O:16])[NH:5][C:6](=[O:15])[NH:7]2. Product: [NH2:1][C:2]1[C:11]([NH2:12])=[CH:10][CH:9]=[C:8]2[C:3]=1[C:4](=[O:16])[NH:5][C:6](=[O:15])[NH:7]2. The catalyst class is: 394. (5) The catalyst class is: 289. Product: [CH2:36]([N:43]1[CH2:48][CH2:47][CH:46]([NH:49][C:11]([C:6]2[NH:7][C:8]3[C:4]([CH:5]=2)=[CH:3][C:2]([OH:1])=[CH:10][CH:9]=3)=[O:13])[CH2:45][CH2:44]1)[C:37]1[CH:38]=[CH:39][CH:40]=[CH:41][CH:42]=1. Reactant: [OH:1][C:2]1[CH:3]=[C:4]2[C:8](=[CH:9][CH:10]=1)[NH:7][C:6]([C:11]([OH:13])=O)=[CH:5]2.ON1C2C=CC=CC=2N=N1.Cl.CN(C)CCCN=C=NCC.[CH2:36]([N:43]1[CH2:48][CH2:47][CH:46]([NH2:49])[CH2:45][CH2:44]1)[C:37]1[CH:42]=[CH:41][CH:40]=[CH:39][CH:38]=1. (6) Reactant: [NH2:1][C:2]1[CH:7]=[CH:6][C:5]([C:8]([F:14])([F:13])[C:9]([F:12])([F:11])[F:10])=[CH:4][N:3]=1.[CH2:15]([S:17][C:18]1[C:19]([C:24](O)=[O:25])=[N:20][CH:21]=[CH:22][CH:23]=1)[CH3:16].CCN=C=NCCCN(C)C.Cl.C1C=CC2N(O)N=NC=2C=1.C(=O)(O)[O-].[Na+]. Product: [CH2:15]([S:17][C:18]1[C:19]([C:24]([NH:1][C:2]2[CH:7]=[CH:6][C:5]([C:8]([F:14])([F:13])[C:9]([F:10])([F:11])[F:12])=[CH:4][N:3]=2)=[O:25])=[N:20][CH:21]=[CH:22][CH:23]=1)[CH3:16]. The catalyst class is: 17. (7) The catalyst class is: 2. Product: [C:26]([O:24][CH2:23][C:20]1[CH:21]=[CH:22][C:17]([C@H:10]([CH:7]2[CH2:9][CH2:8]2)[C@H:11]([CH3:16])[C:12]([O:14][CH3:15])=[O:13])=[CH:18][C:19]=1[OH:25])(=[O:28])[CH3:27]. Reactant: N1C=CC=CC=1.[CH:7]1([C@@H:10]([C:17]2[CH:22]=[CH:21][C:20]([CH2:23][OH:24])=[C:19]([OH:25])[CH:18]=2)[C@H:11]([CH3:16])[C:12]([O:14][CH3:15])=[O:13])[CH2:9][CH2:8]1.[C:26](Cl)(=[O:28])[CH3:27]. (8) Reactant: Cl[C:2]1[CH:7]=[CH:6][N:5]=[C:4]2[CH:8]=[C:9]([C:11]([N:13]3[CH2:17][CH2:16][C@@H:15]([O:18][CH3:19])[CH2:14]3)=[O:12])[S:10][C:3]=12.[Cl:20][C:21]1[C:29]2[C:24](=[CH:25][CH:26]=[C:27]([NH2:30])[CH:28]=2)[NH:23][C:22]=1[CH3:31]. Product: [Cl:20][C:21]1[C:29]2[C:24](=[CH:25][CH:26]=[C:27]([NH:30][C:2]3[CH:7]=[CH:6][N:5]=[C:4]4[CH:8]=[C:9]([C:11]([N:13]5[CH2:17][CH2:16][C@@H:15]([O:18][CH3:19])[CH2:14]5)=[O:12])[S:10][C:3]=34)[CH:28]=2)[NH:23][C:22]=1[CH3:31]. The catalyst class is: 14. (9) Reactant: CCN(C(C)C)C(C)C.[C:10]([O:14][C:15]([N:17]1[CH2:20][CH:19]([CH2:21][C:22]([OH:24])=O)[CH2:18]1)=[O:16])([CH3:13])([CH3:12])[CH3:11].CN(C(ON1N=NC2C=CC=CC1=2)=[N+](C)C)C.[B-](F)(F)(F)F.[C:47]1([CH2:53][S:54]([NH2:57])(=[O:56])=[O:55])[CH:52]=[CH:51][CH:50]=[CH:49][CH:48]=1.C([O-])(O)=O.[Na+]. Product: [CH2:53]([S:54]([NH:57][C:22](=[O:24])[CH2:21][CH:19]1[CH2:18][N:17]([C:15]([O:14][C:10]([CH3:11])([CH3:12])[CH3:13])=[O:16])[CH2:20]1)(=[O:56])=[O:55])[C:47]1[CH:52]=[CH:51][CH:50]=[CH:49][CH:48]=1. The catalyst class is: 2. (10) Reactant: C[O:2][C:3]([C:5]1[CH:13]=[C:12]2[C:8]([C:9]([CH:40]3[CH2:45][CH2:44][CH2:43][CH2:42][CH2:41]3)=[C:10]([C:23]3[CH:24]=[C:25]4[C:30](=[CH:31][CH:32]=3)[N:29]=[C:28]([C:33]3[S:37][C:36]([CH3:38])=[N:35][C:34]=3[CH3:39])[CH:27]=[CH:26]4)[N:11]2[CH2:14][C:15]([N:17]2[CH2:22][CH2:21][O:20][CH2:19][CH2:18]2)=[O:16])=[CH:7][CH:6]=1)=[O:4].O1CCOCC1. Product: [CH:40]1([C:9]2[C:8]3[C:12](=[CH:13][C:5]([C:3]([OH:4])=[O:2])=[CH:6][CH:7]=3)[N:11]([CH2:14][C:15]([N:17]3[CH2:22][CH2:21][O:20][CH2:19][CH2:18]3)=[O:16])[C:10]=2[C:23]2[CH:24]=[C:25]3[C:30](=[CH:31][CH:32]=2)[N:29]=[C:28]([C:33]2[S:37][C:36]([CH3:38])=[N:35][C:34]=2[CH3:39])[CH:27]=[CH:26]3)[CH2:45][CH2:44][CH2:43][CH2:42][CH2:41]1. The catalyst class is: 74.